Dataset: Forward reaction prediction with 1.9M reactions from USPTO patents (1976-2016). Task: Predict the product of the given reaction. (1) Given the reactants CN.[CH2:3]([N:5](CC)CC)C.[Cl:10][C:11]1[N:19]=[CH:18][C:17]([Cl:20])=[CH:16][C:12]=1[C:13](Cl)=[O:14], predict the reaction product. The product is: [Cl:10][C:11]1[N:19]=[CH:18][C:17]([Cl:20])=[CH:16][C:12]=1[C:13]([NH:5][CH3:3])=[O:14]. (2) Given the reactants P(OCC)(OCC)OCC.[CH2:11]([O:18][C:19]1[CH:20]=[CH:21][C:22]([C:25]2[CH:30]=[CH:29][CH:28]=[CH:27][C:26]=2[N+:31]([O-])=O)=[N:23][CH:24]=1)[C:12]1[CH:17]=[CH:16][CH:15]=[CH:14][CH:13]=1, predict the reaction product. The product is: [CH2:11]([O:18][C:19]1[CH:24]=[N:23][C:22]2[C:25]3[CH:30]=[CH:29][CH:28]=[CH:27][C:26]=3[NH:31][C:21]=2[CH:20]=1)[C:12]1[CH:17]=[CH:16][CH:15]=[CH:14][CH:13]=1.